Predict the reaction yield, written as a fraction of the theoretical maximum amount of product (1.0 means a 100% yield; for example, 0.34 means a 34% yield). From a dataset of Reaction yield outcomes from USPTO patents with 853,638 reactions. (1) The product is [C:1]([O:5][C:6]([N:8]1[CH2:13][CH2:12][C:11](=[C:14]([Br:24])[C:15]2[CH:16]=[CH:17][C:18]([C:21](=[O:22])[N:35]([CH2:36][CH3:37])[CH2:33][CH3:34])=[CH:19][CH:20]=2)[CH2:10][CH2:9]1)=[O:7])([CH3:2])([CH3:3])[CH3:4]. The catalyst is ClCCl. The reactants are [C:1]([O:5][C:6]([N:8]1[CH2:13][CH2:12][C:11](=[C:14]([Br:24])[C:15]2[CH:20]=[CH:19][C:18]([C:21](O)=[O:22])=[CH:17][CH:16]=2)[CH2:10][CH2:9]1)=[O:7])([CH3:4])([CH3:3])[CH3:2].C(OC(Cl)=O)C(C)C.[CH2:33]([NH:35][CH2:36][CH3:37])[CH3:34]. The yield is 0.730. (2) The reactants are [O:1]=[C:2]1[NH:11][CH2:10][C:9]2[C:4](=[CH:5][C:6]([CH:12]3[CH2:17][CH2:16][N:15](C(OC(C)(C)C)=O)[CH2:14][CH2:13]3)=[CH:7][CH:8]=2)[NH:3]1.FC(F)(F)C(O)=O. No catalyst specified. The product is [NH:15]1[CH2:14][CH2:13][CH:12]([C:6]2[CH:5]=[C:4]3[C:9]([CH2:10][NH:11][C:2](=[O:1])[NH:3]3)=[CH:8][CH:7]=2)[CH2:17][CH2:16]1. The yield is 0.950. (3) The reactants are S([O-])(=O)(=[O:3])C.C[NH:7][CH3:8].[CH2:9]1[CH2:13][O:12][CH2:11][CH2:10]1.[CH2:14]([N:16]([CH2:19]C)[CH2:17][CH3:18])C.[CH3:21][CH2:22]O. No catalyst specified. The yield is 0.820. The product is [CH3:19][N:16]([CH2:17][C:18]1[CH:22]=[CH:21][C:10]([C:11]([O:12][CH2:13][CH3:9])=[O:3])=[CH:8][N:7]=1)[CH3:14]. (4) The reactants are C(=O)([O-])[O-].[K+].[K+].[F:7][C:8]1[CH:9]=[CH:10][C:11]([N:14]2[CH2:19][CH2:18][N:17]3[N:20]=[C:21]([CH2:23][O:24]C(=O)C)[CH:22]=[C:16]3[C:15]2=[O:28])=[N:12][CH:13]=1. The catalyst is CO. The product is [F:7][C:8]1[CH:9]=[CH:10][C:11]([N:14]2[CH2:19][CH2:18][N:17]3[N:20]=[C:21]([CH2:23][OH:24])[CH:22]=[C:16]3[C:15]2=[O:28])=[N:12][CH:13]=1. The yield is 0.500. (5) The reactants are [O-]P([O-])([O-])=O.[K+].[K+].[K+].[CH2:9]([NH2:16])[C:10]1[CH:15]=[CH:14][CH:13]=[CH:12][CH:11]=1.I[C:18]1[CH:19]=[C:20]([CH3:24])[CH:21]=[CH:22][CH:23]=1.C(O)CO. The catalyst is [Cu]I.CCCCCC.C(OCC)(=O)C.CC(O)C. The product is [C:20]1([CH3:24])[CH:21]=[CH:22][CH:23]=[C:18]([NH:16][CH2:9][C:10]2[CH:15]=[CH:14][CH:13]=[CH:12][CH:11]=2)[CH:19]=1. The yield is 0.870. (6) The reactants are [H-].[Na+].[OH:3][CH2:4][C:5]1[CH:6]=[C:7]([C:16]2[CH:17]=[C:18]([CH:21]=[CH:22][C:23]=2[O:24][C:25]([F:28])([F:27])[F:26])[CH:19]=[O:20])[C:8]2[O:12][CH2:11][C:10]([CH3:14])([CH3:13])[C:9]=2[CH:15]=1.[CH3:29]I.O. The catalyst is O1CCCC1.C(OCC)(=O)C. The product is [CH3:29][O:3][CH2:4][C:5]1[CH:6]=[C:7]([C:16]2[CH:17]=[C:18]([CH:21]=[CH:22][C:23]=2[O:24][C:25]([F:28])([F:26])[F:27])[CH:19]=[O:20])[C:8]2[O:12][CH2:11][C:10]([CH3:13])([CH3:14])[C:9]=2[CH:15]=1. The yield is 0.390. (7) The reactants are Cl.C([O:4][C:5](=O)[CH2:6][C:7]1[C:16]2[C:11](=[CH:12][CH:13]=[CH:14][CH:15]=2)[CH:10]=[C:9]([N:17]2[C:21]([NH2:22])=[CH:20][C:19]([C:23]([CH3:26])([CH3:25])[CH3:24])=[N:18]2)[CH:8]=1)C.[NH3:28].CO. No catalyst specified. The product is [NH2:22][C:21]1[N:17]([C:9]2[CH:8]=[C:7]([CH2:6][C:5]([NH2:28])=[O:4])[C:16]3[C:11]([CH:10]=2)=[CH:12][CH:13]=[CH:14][CH:15]=3)[N:18]=[C:19]([C:23]([CH3:26])([CH3:24])[CH3:25])[CH:20]=1. The yield is 0.410. (8) The reactants are [NH2:1][C:2]1[S:3][CH:4]=[CH:5][C:6]=1[C:7]([O:9][CH2:10][CH3:11])=[O:8].[F:12][C:13]1[CH:21]=[CH:20][C:16]([C:17](Cl)=[O:18])=[CH:15][CH:14]=1. The catalyst is C1COCC1. The product is [F:12][C:13]1[CH:21]=[CH:20][C:16]([C:17]([NH:1][C:2]2[S:3][CH:4]=[CH:5][C:6]=2[C:7]([O:9][CH2:10][CH3:11])=[O:8])=[O:18])=[CH:15][CH:14]=1. The yield is 0.740. (9) The reactants are Br[C:2]1[CH:3]=[C:4]([C:8]2([C:19]3[CH:24]=[CH:23][C:22]([O:25][CH3:26])=[CH:21][CH:20]=3)[C:16]3[C:11](=[C:12]([F:17])[CH:13]=[CH:14][CH:15]=3)[C:10]([NH2:18])=[N:9]2)[CH:5]=[CH:6][CH:7]=1.[N:27]1[CH:32]=[C:31](B(O)O)[CH:30]=[N:29][CH:28]=1. No catalyst specified. The product is [F:17][C:12]1[CH:13]=[CH:14][CH:15]=[C:16]2[C:11]=1[C:10]([NH2:18])=[N:9][C:8]2([C:19]1[CH:20]=[CH:21][C:22]([O:25][CH3:26])=[CH:23][CH:24]=1)[C:4]1[CH:5]=[CH:6][CH:7]=[C:2]([C:31]2[CH:32]=[N:27][CH:28]=[N:29][CH:30]=2)[CH:3]=1. The yield is 0.590.